Dataset: Reaction yield outcomes from USPTO patents with 853,638 reactions. Task: Predict the reaction yield, written as a fraction of the theoretical maximum amount of product (1.0 means a 100% yield; for example, 0.34 means a 34% yield). The product is [C:27]([C:22]1[CH:23]=[CH:24][CH:25]=[CH:26][C:21]=1[C:18]1[CH:17]=[CH:16][C:15]([CH2:14][CH:5]([C:4](=[O:10])[CH2:3][O:2][CH3:1])[C:6]([O:8][CH3:9])=[O:7])=[CH:20][CH:19]=1)#[N:28]. The catalyst is O1CCCC1. The yield is 0.980. The reactants are [CH3:1][O:2][CH2:3][C:4](=[O:10])[CH2:5][C:6]([O:8][CH3:9])=[O:7].[H-].[Na+].Br[CH2:14][C:15]1[CH:20]=[CH:19][C:18]([C:21]2[C:22]([C:27]#[N:28])=[CH:23][CH:24]=[CH:25][CH:26]=2)=[CH:17][CH:16]=1.